From a dataset of Catalyst prediction with 721,799 reactions and 888 catalyst types from USPTO. Predict which catalyst facilitates the given reaction. (1) Reactant: [NH2:1][C:2]1[C:7]([C:8]#[N:9])=[C:6](Cl)[N:5]=[CH:4][N:3]=1.C(N(C(C)C)CC)(C)C.[F:20][C:21]1[CH:22]=[CH:23][CH:24]=[C:25]2[C:30]=1[N:29]=[C:28]([CH2:31][NH2:32])[C:27]([C:33]1[CH:38]=[CH:37][CH:36]=[CH:35][N:34]=1)=[CH:26]2. Product: [NH2:1][C:2]1[C:7]([C:8]#[N:9])=[C:6]([NH:32][CH2:31][C:28]2[C:27]([C:33]3[CH:38]=[CH:37][CH:36]=[CH:35][N:34]=3)=[CH:26][C:25]3[C:30](=[C:21]([F:20])[CH:22]=[CH:23][CH:24]=3)[N:29]=2)[N:5]=[CH:4][N:3]=1. The catalyst class is: 51. (2) The catalyst class is: 7. Product: [F:1][C:2]1[CH:3]=[C:4]([CH:13]([NH:18][C:19]([C:21]2[CH:22]=[N:23][N:24]3[CH:29]=[C:28]([CH:30]([CH3:32])[CH3:31])[CH:27]=[N:26][C:25]=23)=[O:20])[C:14]([OH:17])([CH3:15])[CH3:16])[CH:5]=[CH:6][C:7]=1[O:8][C:9]([F:11])([F:10])[F:12]. Reactant: [F:1][C:2]1[CH:3]=[C:4]([CH:13]([NH:18][C:19]([C:21]2[CH:22]=[N:23][N:24]3[CH:29]=[C:28]([C:30]([CH3:32])=[CH2:31])[CH:27]=[N:26][C:25]=23)=[O:20])[C:14]([OH:17])([CH3:16])[CH3:15])[CH:5]=[CH:6][C:7]=1[O:8][C:9]([F:12])([F:11])[F:10].CO. (3) Reactant: [CH2:1]([C:3]1[CH:7]=[C:6]([C:8]([OH:10])=O)[N:5]([CH3:11])[N:4]=1)[CH3:2].CN(C)C=O.C(Cl)(=O)C(Cl)=O.[NH2:23][C:24]1[CH:25]=[C:26]([CH:41]=[CH:42][C:43]=1[F:44])[O:27][C:28]1[CH:29]=[CH:30][C:31]2[N:32]([CH:34]=[C:35]([NH:37][C:38](=[O:40])[CH3:39])[N:36]=2)[N:33]=1. Product: [C:38]([NH:37][C:35]1[N:36]=[C:31]2[CH:30]=[CH:29][C:28]([O:27][C:26]3[CH:41]=[CH:42][C:43]([F:44])=[C:24]([NH:23][C:8]([C:6]4[N:5]([CH3:11])[N:4]=[C:3]([CH2:1][CH3:2])[CH:7]=4)=[O:10])[CH:25]=3)=[N:33][N:32]2[CH:34]=1)(=[O:40])[CH3:39]. The catalyst class is: 722. (4) Reactant: [CH2:1]([O:5][C:6]1[CH:11]=[CH:10][CH:9]=[C:8]([O:12][CH2:13][CH2:14][CH2:15][CH3:16])[C:7]=1[O:17][CH2:18][CH2:19][CH2:20][CH3:21])[CH2:2][CH2:3][CH3:4].[N:22]([O-:24])=[O:23].[Na+].[N+]([O-])(O)=O.O. Product: [CH2:13]([O:12][C:8]1[CH:9]=[C:10]([N+:22]([O-:24])=[O:23])[CH:11]=[C:6]([O:5][CH2:1][CH2:2][CH2:3][CH3:4])[C:7]=1[O:17][CH2:18][CH2:19][CH2:20][CH3:21])[CH2:14][CH2:15][CH3:16]. The catalyst class is: 34. (5) Reactant: [C:1]([O:4][C:5]1[C:10]([CH3:11])=[CH:9][C:8]([OH:12])=[C:7]([CH3:13])[CH:6]=1)(=[O:3])[CH3:2].C(=O)([O-])[O-].[K+].[K+].Cl[CH2:21][CH:22]1[CH2:24][O:23]1. Product: [C:1]([O:4][C:5]1[C:10]([CH3:11])=[CH:9][C:8]([O:12][CH2:21][CH:22]2[O:23][CH2:24]2)=[C:7]([CH3:13])[CH:6]=1)(=[O:3])[CH3:2]. The catalyst class is: 311. (6) Reactant: [CH:1]([C:4]1[N:8]=[C:7]([N:9]2[CH2:14][CH2:13][CH:12]([C@H:15]3[CH2:17][C@H:16]3[CH2:18][CH2:19][O:20][C:21]3[CH:26]=[CH:25][C:24]([N+:27]([O-])=O)=[CH:23][CH:22]=3)[CH2:11][CH2:10]2)[O:6][N:5]=1)([CH3:3])[CH3:2].O.O.[Sn](Cl)Cl.C(OCC)(=O)C. Product: [CH:1]([C:4]1[N:8]=[C:7]([N:9]2[CH2:14][CH2:13][CH:12]([C@H:15]3[CH2:17][C@H:16]3[CH2:18][CH2:19][O:20][C:21]3[CH:26]=[CH:25][C:24]([NH2:27])=[CH:23][CH:22]=3)[CH2:11][CH2:10]2)[O:6][N:5]=1)([CH3:3])[CH3:2]. The catalyst class is: 3. (7) Reactant: [CH3:1][O:2][C:3]1[CH:12]=[C:11]2[C:6]([C:7]([O:13][C:14]3[CH:19]=[CH:18][C:17]([NH2:20])=[CH:16][CH:15]=3)=[CH:8][CH:9]=[N:10]2)=[N:5][CH:4]=1.[Cl:21][C:22]1[C:31]2[C:26](=[CH:27][CH:28]=[CH:29][CH:30]=2)[C:25](Cl)=[N:24][N:23]=1. Product: [CH3:1][O:2][C:3]1[CH:12]=[C:11]2[C:6]([C:7]([O:13][C:14]3[CH:19]=[CH:18][C:17]([NH:20][C:25]4[C:26]5[C:31](=[CH:30][CH:29]=[CH:28][CH:27]=5)[C:22]([Cl:21])=[N:23][N:24]=4)=[CH:16][CH:15]=3)=[CH:8][CH:9]=[N:10]2)=[N:5][CH:4]=1. The catalyst class is: 218.